Predict the reaction yield, written as a fraction of the theoretical maximum amount of product (1.0 means a 100% yield; for example, 0.34 means a 34% yield). From a dataset of Reaction yield outcomes from USPTO patents with 853,638 reactions. (1) The reactants are [H-].[Na+].[CH2:3]([N:7]1[CH:12]=[CH:11][C:10](=[O:13])[N:9]([CH3:14])[C:8]1=[O:15])[CH:4]([CH3:6])[CH3:5].C1(C)C=CC(S([CH:25]([N+:27]#[C-:28])[CH3:26])(=O)=O)=CC=1. The catalyst is C1COCC1. The product is [CH2:3]([N:7]1[C:12]2=[C:25]([CH3:26])[NH:27][CH:28]=[C:11]2[C:10](=[O:13])[N:9]([CH3:14])[C:8]1=[O:15])[CH:4]([CH3:6])[CH3:5]. The yield is 0.640. (2) The reactants are [CH3:1][C:2]([OH:17])([CH3:16])[CH2:3][O:4][C:5]1([CH3:15])[CH2:14][CH2:13][C:8]2(OCC[O:9]2)[CH2:7][CH2:6]1.Cl.CC(C)=O. The catalyst is O. The product is [OH:17][C:2]([CH3:16])([CH3:1])[CH2:3][O:4][C:5]1([CH3:15])[CH2:14][CH2:13][C:8](=[O:9])[CH2:7][CH2:6]1. The yield is 0.710. (3) The reactants are [OH-].[Na+].C[O:4][C:5](=[O:24])[C:6]1[CH:11]=[CH:10][C:9]([CH2:12][CH2:13][CH2:14][CH2:15][NH:16][C:17]([O:19][C:20]([CH3:23])([CH3:22])[CH3:21])=[O:18])=[CH:8][CH:7]=1. The catalyst is C1COCC1. The product is [C:20]([O:19][C:17]([NH:16][CH2:15][CH2:14][CH2:13][CH2:12][C:9]1[CH:8]=[CH:7][C:6]([C:5]([OH:24])=[O:4])=[CH:11][CH:10]=1)=[O:18])([CH3:23])([CH3:21])[CH3:22]. The yield is 0.950. (4) The reactants are BrC1C=C(C(C2C=C(C=CC=2)OCC(N)=O)(C)C)C=C([N+]([O-])=O)C=1.C[O:26][C:27]1[CH:39]=[CH:38][C:30]2[S:31][C:32]([C:34]([O:36][CH3:37])=[O:35])=[CH:33][C:29]=2[CH:28]=1. No catalyst specified. The product is [OH:26][C:27]1[CH:39]=[CH:38][C:30]2[S:31][C:32]([C:34]([O:36][CH3:37])=[O:35])=[CH:33][C:29]=2[CH:28]=1. The yield is 0.790. (5) The reactants are [CH2:1]([C:5]1[CH:10]=[CH:9][C:8]([C:11]#[C:12][C:13]2[CH:37]=[CH:36][C:16]([CH2:17][N:18]([CH2:30][CH2:31][C:32]([CH3:35])([CH3:34])[CH3:33])[C:19]3[CH:20]=[CH:21][C:22]([F:29])=[C:23]([CH:28]=3)[C:24]([O:26]C)=[O:25])=[CH:15][CH:14]=2)=[CH:7][CH:6]=1)[CH2:2][CH2:3][CH3:4].[OH-].[Na+].CCOC(C)=O. The catalyst is CCO. The product is [CH2:1]([C:5]1[CH:6]=[CH:7][C:8]([C:11]#[C:12][C:13]2[CH:37]=[CH:36][C:16]([CH2:17][N:18]([CH2:30][CH2:31][C:32]([CH3:35])([CH3:34])[CH3:33])[C:19]3[CH:20]=[CH:21][C:22]([F:29])=[C:23]([CH:28]=3)[C:24]([OH:26])=[O:25])=[CH:15][CH:14]=2)=[CH:9][CH:10]=1)[CH2:2][CH2:3][CH3:4]. The yield is 0.860. (6) The reactants are [CH3:1][O:2][C:3]1[C:4]([NH:15][C:16](=[O:20])OCC)=[N:5][C:6]2[C:11]([N:12]=1)=[CH:10][C:9]([O:13][CH3:14])=[CH:8][CH:7]=2.[F:21][C:22]1[CH:27]=[CH:26][C:25]([N:28]2[CH2:33][CH2:32][NH:31][CH2:30][CH2:29]2)=[CH:24][CH:23]=1. No catalyst specified. The product is [CH3:1][O:2][C:3]1[C:4]([NH:15][C:16]([N:31]2[CH2:30][CH2:29][N:28]([C:25]3[CH:24]=[CH:23][C:22]([F:21])=[CH:27][CH:26]=3)[CH2:33][CH2:32]2)=[O:20])=[N:5][C:6]2[C:11]([N:12]=1)=[CH:10][C:9]([O:13][CH3:14])=[CH:8][CH:7]=2. The yield is 0.920.